From a dataset of Reaction yield outcomes from USPTO patents with 853,638 reactions. Predict the reaction yield, written as a fraction of the theoretical maximum amount of product (1.0 means a 100% yield; for example, 0.34 means a 34% yield). The reactants are [CH2:1]([Li])CCC.[F:6][C:7]1[CH:12]=[C:11]([F:13])[CH:10]=[CH:9][C:8]=1[C:14]1([C:17](=O)[C:18]2[CH:23]=[CH:22][C:21]([I:24])=[CH:20][CH:19]=2)[CH2:16][O:15]1.[Cl-].[NH4+]. The catalyst is [Br-].C[P+](C1C=CC=CC=1)(C1C=CC=CC=1)C1C=CC=CC=1.C1COCC1. The product is [F:6][C:7]1[CH:12]=[C:11]([F:13])[CH:10]=[CH:9][C:8]=1[C:14]1([C:17]([C:18]2[CH:23]=[CH:22][C:21]([I:24])=[CH:20][CH:19]=2)=[CH2:1])[CH2:16][O:15]1. The yield is 0.920.